Dataset: Full USPTO retrosynthesis dataset with 1.9M reactions from patents (1976-2016). Task: Predict the reactants needed to synthesize the given product. (1) Given the product [F:9][C:4]1[CH:3]=[C:2]([C:18]2[CH:17]=[CH:16][CH:15]=[C:14]([O:13][CH2:10][CH2:11][CH3:12])[CH:19]=2)[CH:8]=[CH:7][C:5]=1[NH2:6], predict the reactants needed to synthesize it. The reactants are: Br[C:2]1[CH:8]=[CH:7][C:5]([NH2:6])=[C:4]([F:9])[CH:3]=1.[CH2:10]([O:13][C:14]1[CH:15]=[C:16](B(O)O)[CH:17]=[CH:18][CH:19]=1)[CH2:11][CH3:12]. (2) Given the product [CH:1]1([N:5]2[CH2:6][CH2:7][N:8]([C:11]([C:13]3[CH:14]=[C:15]4[C:19](=[CH:20][CH:21]=3)[N:18]([CH2:37][CH:34]3[CH2:36][CH2:35]3)[C:17]([C:22]([N:24]3[CH2:25][CH2:26][C:27]([F:30])([F:31])[CH2:28][CH2:29]3)=[O:23])=[CH:16]4)=[O:12])[CH2:9][CH2:10]2)[CH2:2][CH2:3][CH2:4]1, predict the reactants needed to synthesize it. The reactants are: [CH:1]1([N:5]2[CH2:10][CH2:9][N:8]([C:11]([C:13]3[CH:14]=[C:15]4[C:19](=[CH:20][CH:21]=3)[NH:18][C:17]([C:22]([N:24]3[CH2:29][CH2:28][C:27]([F:31])([F:30])[CH2:26][CH2:25]3)=[O:23])=[CH:16]4)=[O:12])[CH2:7][CH2:6]2)[CH2:4][CH2:3][CH2:2]1.[H-].[Na+].[CH:34]1([CH2:37]Br)[CH2:36][CH2:35]1. (3) Given the product [O:23]1[C:24](=[O:26])[N:25]=[C:21]([C:18]2[CH:17]=[CH:16][C:15]([C:14]([OH:27])=[O:1])=[CH:20][CH:19]=2)[NH:22]1, predict the reactants needed to synthesize it. The reactants are: [O:1]1CC(=O)N=N1.C(OC(=O)CCN[C:14](=[O:27])[C:15]1[CH:20]=[CH:19][C:18]([C:21]2[NH:22][O:23][C:24](=[O:26])[N:25]=2)=[CH:17][CH:16]=1)C.O.[OH-].[Na+]. (4) Given the product [Br:1][CH2:2][C:3]([C:5]1[S:6][CH:7]=[C:8]([CH3:11])[N:9]=1)=[O:4], predict the reactants needed to synthesize it. The reactants are: [Br:1][CH2:2][C:3]([C:5]1[S:6][C:7](C)=[CH:8][N:9]=1)=[O:4].[CH3:11]C1N=CSC=1.C([Li])CCC.BrCC(OC)=O. (5) Given the product [Cl:1][C:2]1[CH:7]=[CH:6][C:5]([C:8]2[C:9]([C:14]([O:16][CH3:17])=[O:15])=[CH:10][CH:11]=[CH:12][CH:13]=2)=[CH:4][C:3]=1[C:18]([NH:27][CH2:28][C:29]1([CH2:36][OH:37])[CH2:35][CH2:34][CH2:33][CH2:32][CH2:31][CH2:30]1)=[O:20], predict the reactants needed to synthesize it. The reactants are: [Cl:1][C:2]1[CH:7]=[CH:6][C:5]([C:8]2[C:9]([C:14]([O:16][CH3:17])=[O:15])=[CH:10][CH:11]=[CH:12][CH:13]=2)=[CH:4][C:3]=1[C:18]([O-:20])=O.C(Cl)(=O)C(Cl)=O.[NH2:27][CH2:28][C:29]1([CH2:36][OH:37])[CH2:35][CH2:34][CH2:33][CH2:32][CH2:31][CH2:30]1.C(N(CC)CC)C. (6) Given the product [Cl:1][C:2]1[N:7]=[N:6][C:5]([N:8]2[CH2:9][CH:10]([O:12][CH3:13])[CH2:11]2)=[CH:4][CH:3]=1, predict the reactants needed to synthesize it. The reactants are: [Cl:1][C:2]1[N:7]=[N:6][C:5]([N:8]2[CH2:11][CH:10]([OH:12])[CH2:9]2)=[CH:4][CH:3]=1.[CH3:13]N(C=O)C.[H-].[Na+].CI. (7) Given the product [F:1][C:2]1[CH:3]=[CH:4][C:5]([C:10]([CH3:22])([CH3:21])[CH2:11][C@:12]([OH:20])([C:16]([F:18])([F:19])[F:17])[CH2:13][C:14]#[CH:15])=[C:6]([CH:9]=1)[C:7]([OH:29])=[O:8], predict the reactants needed to synthesize it. The reactants are: [F:1][C:2]1[CH:3]=[CH:4][C:5]([C:10]([CH3:22])([CH3:21])[CH2:11][C@:12]([OH:20])([C:16]([F:19])([F:18])[F:17])[CH2:13][C:14]#[CH:15])=[C:6]([CH:9]=1)[CH:7]=[O:8].CC(=CC)C.Cl([O-])=[O:29].[Na+].P([O-])([O-])(O)=O.[Na+].[Na+]. (8) Given the product [CH:1]1([C@H:7]([NH:12][C:13]([C:15]2[CH:19]=[C:18]([C:20]3[CH:25]=[CH:24][C:23]([O:26][CH3:27])=[CH:22][CH:21]=3)[S:17][C:16]=2[NH:28][C:29]([NH:31][C:32]2[C:33]([Cl:44])=[CH:34][C:35]([O:39][C:40]([F:42])([F:43])[F:41])=[CH:36][C:37]=2[Cl:38])=[O:30])=[O:14])[C:8]([OH:10])=[O:9])[CH2:6][CH2:5][CH2:4][CH2:3][CH2:2]1, predict the reactants needed to synthesize it. The reactants are: [CH:1]1([C@H:7]([NH:12][C:13]([C:15]2[CH:19]=[C:18]([C:20]3[CH:25]=[CH:24][C:23]([O:26][CH3:27])=[CH:22][CH:21]=3)[S:17][C:16]=2[NH:28][C:29]([NH:31][C:32]2[C:37]([Cl:38])=[CH:36][C:35]([O:39][C:40]([F:43])([F:42])[F:41])=[CH:34][C:33]=2[Cl:44])=[O:30])=[O:14])[C:8]([O:10]C)=[O:9])[CH2:6][CH2:5][CH2:4][CH2:3][CH2:2]1.[OH-].[Li+].